From a dataset of Full USPTO retrosynthesis dataset with 1.9M reactions from patents (1976-2016). Predict the reactants needed to synthesize the given product. (1) Given the product [Cl:22][C:6]1[N:8]([C:9]2[CH:14]=[CH:13][C:12]([Cl:15])=[CH:11][CH:10]=2)[N:1]=[C:4]2[C:5]=1[CH:16]=[CH:17][C:18]([F:20])=[CH:19]2, predict the reactants needed to synthesize it. The reactants are: [N:1]([C:4]1[CH:19]=[C:18]([F:20])[CH:17]=[CH:16][C:5]=1[C:6]([NH:8][C:9]1[CH:14]=[CH:13][C:12]([Cl:15])=[CH:11][CH:10]=1)=O)=[N+]=[N-].C(Cl)[Cl:22]. (2) Given the product [CH2:17]([O:16][C:9](=[O:15])[C:10]([NH:5][CH2:4][CH2:3][CH2:2][CH2:1][CH2:6][CH2:7][NH:8][C:10](=[O:12])[C:9]([OH:16])=[O:15])=[O:12])[CH3:18], predict the reactants needed to synthesize it. The reactants are: [CH2:1]([CH2:6][CH2:7][NH2:8])[CH2:2][CH2:3][CH2:4][NH2:5].[C:9]([O:16][CH2:17][CH3:18])(=[O:15])[C:10]([O:12]CC)=O.